This data is from Reaction yield outcomes from USPTO patents with 853,638 reactions. The task is: Predict the reaction yield, written as a fraction of the theoretical maximum amount of product (1.0 means a 100% yield; for example, 0.34 means a 34% yield). (1) The reactants are [CH2:1]([O:3][C:4](=[O:18])[CH2:5][C:6](=[O:17])[C:7]1[CH:12]=[CH:11][CH:10]=[CH:9][C:8]=1[C:13]([F:16])([F:15])[F:14])[CH3:2].CO[CH:21](OC)[N:22]([CH3:24])[CH3:23]. The catalyst is CN(C)C=O. The product is [CH2:1]([O:3][C:4](=[O:18])[C:5]([C:6](=[O:17])[C:7]1[CH:12]=[CH:11][CH:10]=[CH:9][C:8]=1[C:13]([F:16])([F:14])[F:15])=[CH:21][N:22]([CH3:24])[CH3:23])[CH3:2]. The yield is 0.830. (2) The reactants are [CH:1]([N:4]1[C:8]2[CH:9]=[CH:10][CH:11]=[CH:12][C:7]=2[N:6]([C:13]([NH:15][CH2:16][CH:17]2[CH2:22][CH2:21][N:20]([CH2:23][C:24]3([C:30]([O:32]C(C)(C)C)=[O:31])[CH2:29][CH2:28][O:27][CH2:26][CH2:25]3)[CH2:19][CH2:18]2)=[O:14])[C:5]1=[O:37])([CH3:3])[CH3:2].Cl. The catalyst is C1COCC1. The product is [CH:1]([N:4]1[C:8]2[CH:9]=[CH:10][CH:11]=[CH:12][C:7]=2[N:6]([C:13]([NH:15][CH2:16][CH:17]2[CH2:18][CH2:19][N:20]([CH2:23][C:24]3([C:30]([OH:32])=[O:31])[CH2:25][CH2:26][O:27][CH2:28][CH2:29]3)[CH2:21][CH2:22]2)=[O:14])[C:5]1=[O:37])([CH3:3])[CH3:2]. The yield is 0.920. (3) The reactants are O1CCCC1.[N+:6]([C:9]1[CH:16]=[CH:15][C:12]([CH:13]=O)=[CH:11][CH:10]=1)([O-:8])=[O:7].[CH2:17]([O:19][P:20]([CH2:25][C:26]([O:28][CH2:29][CH3:30])=[O:27])([O:22][CH2:23][CH3:24])=[O:21])[CH3:18].CN1CCOCC1. The catalyst is [Ti](Cl)(Cl)(Cl)Cl.O. The product is [CH2:23]([O:22][P:20](/[C:25](/[C:26]([O:28][CH2:29][CH3:30])=[O:27])=[CH:13]/[C:12]1[CH:15]=[CH:16][C:9]([N+:6]([O-:8])=[O:7])=[CH:10][CH:11]=1)([O:19][CH2:17][CH3:18])=[O:21])[CH3:24]. The yield is 0.830. (4) The reactants are [I:1][C:2]1[C:10]2[C:5](=[N:6][CH:7]=[N:8][C:9]=2[NH2:11])[NH:4][N:3]=1.C([O-])([O-])=O.[K+].[K+].[CH:18](Br)([CH3:20])[CH3:19]. The catalyst is CN(C=O)C. The product is [I:1][C:2]1[C:10]2[C:5](=[N:6][CH:7]=[N:8][C:9]=2[NH2:11])[N:4]([CH:18]([CH3:20])[CH3:19])[N:3]=1. The yield is 0.720.